From a dataset of Catalyst prediction with 721,799 reactions and 888 catalyst types from USPTO. Predict which catalyst facilitates the given reaction. (1) Reactant: [OH:1][CH2:2][CH2:3][C:4]1[CH:9]=[CH:8][C:7]([N:10]2[CH2:14][CH2:13][O:12][C:11]2=[O:15])=[CH:6][CH:5]=1.[CH3:16][S:17](Cl)(=[O:19])=[O:18]. Product: [CH3:16][S:17]([O:1][CH2:2][CH2:3][C:4]1[CH:5]=[CH:6][C:7]([N:10]2[CH2:14][CH2:13][O:12][C:11]2=[O:15])=[CH:8][CH:9]=1)(=[O:19])=[O:18]. The catalyst class is: 4. (2) Reactant: [OH:1][CH2:2][CH2:3][CH2:4][N:5]1[C:14]2[C:9](=[C:10]([CH2:15][CH:16]3[S:20][C:19](=[O:21])[N:18](C(C4C=CC=CC=4)(C4C=CC=CC=4)C4C=CC=CC=4)[C:17]3=[O:41])[CH:11]=[CH:12][CH:13]=2)[CH2:8][CH2:7][C:6]1=[O:42].[CH:43]1[C:48](O)=[CH:47][CH:46]=[C:45]([CH3:50])[CH:44]=1.C1(P(C2C=CC=CC=2)C2C=CC=CC=2)C=CC=CC=1.CCOC(N=NC(OCC)=O)=O. Product: [CH3:50][C:45]1[CH:46]=[CH:47][C:48]([O:1][CH2:2][CH2:3][CH2:4][N:5]2[C:14]3[C:9](=[C:10]([CH2:15][CH:16]4[S:20][C:19](=[O:21])[NH:18][C:17]4=[O:41])[CH:11]=[CH:12][CH:13]=3)[CH2:8][CH2:7][C:6]2=[O:42])=[CH:43][CH:44]=1. The catalyst class is: 476. (3) Reactant: [Cl:1][C:2]1[CH:7]=[CH:6][C:5]([C:8]2[CH:12]=[C:11]([C:13]([F:16])([F:15])[F:14])[NH:10][C:9]=2[C:17]([N:19]([CH3:25])[CH2:20][C:21]([CH3:24])([CH3:23])[CH3:22])=[O:18])=[CH:4][CH:3]=1.Br[CH2:27][C:28]1[CH:33]=[CH:32][C:31]([F:34])=[CH:30][CH:29]=1.C([O-])([O-])=O.[Cs+].[Cs+]. Product: [Cl:1][C:2]1[CH:3]=[CH:4][C:5]([C:8]2[CH:12]=[C:11]([C:13]([F:15])([F:16])[F:14])[N:10]([CH2:27][C:28]3[CH:33]=[CH:32][C:31]([F:34])=[CH:30][CH:29]=3)[C:9]=2[C:17]([N:19]([CH2:20][C:21]([CH3:22])([CH3:24])[CH3:23])[CH3:25])=[O:18])=[CH:6][CH:7]=1. The catalyst class is: 634. (4) Reactant: [C:1]([C:3]([C:10]#[N:11])=[C:4]([CH3:9])[CH:5]=[CH:6]OC)#[N:2].S(=O)(=O)(O)[OH:13]. Product: [C:1]([C:3]1[C:10](=[O:13])[NH:11][CH:6]=[CH:5][C:4]=1[CH3:9])#[N:2]. The catalyst class is: 6. (5) Reactant: C([O:3][C:4](=[O:18])[C:5]([CH3:17])([S:7]([CH2:10][CH2:11][CH2:12][C:13](F)(F)F)(=[O:9])=[O:8])[CH3:6])C.[CH3:19][Si](C)(C)[O-].[K+].Cl. Product: [CH3:17][C:5]([S:7]([CH2:10][CH2:11][CH:12]([CH3:13])[CH3:19])(=[O:8])=[O:9])([CH3:6])[C:4]([OH:3])=[O:18]. The catalyst class is: 1. (6) Reactant: [C:1]1([C:7]2[S:11][C:10]([NH:12][NH:13][C:14](=O)[CH2:15][C:16]3[CH:17]=[C:18]4[C:23](=[CH:24][CH:25]=3)[N:22]=[CH:21][CH:20]=[CH:19]4)=[N:9][CH:8]=2)[CH:6]=[CH:5][CH:4]=[CH:3][CH:2]=1. Product: [C:1]1([C:7]2[S:11][C:10]3=[N:12][N:13]=[C:14]([CH2:15][C:16]4[CH:17]=[C:18]5[C:23](=[CH:24][CH:25]=4)[N:22]=[CH:21][CH:20]=[CH:19]5)[N:9]3[CH:8]=2)[CH:6]=[CH:5][CH:4]=[CH:3][CH:2]=1. The catalyst class is: 265. (7) Reactant: [C:1]([O:6][CH2:7][CH2:8][OH:9])(=[O:5])[C:2]([CH3:4])=[CH2:3].[C:10]([OH:14])(=[O:13])[CH:11]=[CH2:12].CS(C)=O.N(C(C1NCCN=1)(C)C)=NC(C1NCCN=1)(C)C. Product: [C:1]([O:6][CH2:7][CH2:8][OH:9])(=[O:5])[C:2]([CH3:4])=[CH2:3].[C:10]([OH:14])(=[O:13])[CH:11]=[CH2:12]. The catalyst class is: 40.